From a dataset of Reaction yield outcomes from USPTO patents with 853,638 reactions. Predict the reaction yield, written as a fraction of the theoretical maximum amount of product (1.0 means a 100% yield; for example, 0.34 means a 34% yield). (1) The reactants are [NH2:1][C:2]1[N:6]([C:7]2[C:16]([F:17])=[CH:15][C:10]3[NH:11][C:12]([CH3:14])=[N:13][C:9]=3[CH:8]=2)[N:5]=[CH:4][C:3]=1[C:18]([C:20]1[N:21](S(C2C=CC=CC=2)(=O)=O)[C:22]2[C:27]([CH:28]=1)=[CH:26][CH:25]=[CH:24][CH:23]=2)=[O:19].[OH-].[Na+].O.P([O-])(O)(O)=O.[Na+]. The catalyst is C(O)(C)C. The product is [NH2:1][C:2]1[N:6]([C:7]2[C:16]([F:17])=[CH:15][C:10]3[NH:11][C:12]([CH3:14])=[N:13][C:9]=3[CH:8]=2)[N:5]=[CH:4][C:3]=1[C:18]([C:20]1[NH:21][C:22]2[C:27]([CH:28]=1)=[CH:26][CH:25]=[CH:24][CH:23]=2)=[O:19]. The yield is 0.898. (2) The reactants are Cl[C:2]1[N:9]=[C:8]([CH3:10])[CH:7]=[C:6]([O:11][CH3:12])[C:3]=1[C:4]#[N:5].CC[N:15]([CH:19]([CH3:21])C)[CH:16]([CH3:18])C.N1CCCC1. The catalyst is C(#N)C.O. The product is [CH3:12][O:11][C:6]1[C:3]([C:4]#[N:5])=[C:2]([N:15]2[CH2:16][CH2:18][CH2:21][CH2:19]2)[N:9]=[C:8]([CH3:10])[CH:7]=1. The yield is 0.950. (3) The reactants are FC(F)(F)C(O)=O.[CH:8]1([N:11]2[CH:15]=[C:14]([C:16]3[CH:17]=[C:18]4[C:23](=[CH:24][CH:25]=3)[N:22]([C:26](=[O:28])[CH3:27])[C@@H:21]([CH3:29])[CH2:20][N:19]4[C:30]3[C:38]4[C:33](=[CH:34][CH:35]=[CH:36][CH:37]=4)[N:32](C4CCCCO4)[N:31]=3)[CH:13]=[N:12]2)[CH2:10][CH2:9]1. The catalyst is ClCCl. The product is [CH:8]1([N:11]2[CH:15]=[C:14]([C:16]3[CH:17]=[C:18]4[C:23](=[CH:24][CH:25]=3)[N:22]([C:26](=[O:28])[CH3:27])[C@@H:21]([CH3:29])[CH2:20][N:19]4[C:30]3[C:38]4[C:33](=[CH:34][CH:35]=[CH:36][CH:37]=4)[NH:32][N:31]=3)[CH:13]=[N:12]2)[CH2:9][CH2:10]1. The yield is 0.980. (4) The reactants are Cl[C:2]1[N:11]=[CH:10][C:9]2[N:8]3[CH:12]=[N:13][N:14]=[C:7]3[C@@H:6]([CH2:15][CH3:16])[N:5]([CH:17]3[CH2:21][CH2:20][CH2:19][CH2:18]3)[C:4]=2[N:3]=1.[NH2:22][C:23]1[CH:32]=[CH:31][C:26]([C:27]([NH:29][CH3:30])=[O:28])=[CH:25][C:24]=1[O:33][CH3:34].Cl.C([O-])(O)=O.[Na+]. The catalyst is C(O)C.O. The product is [CH:17]1([N:5]2[C:4]3[N:3]=[C:2]([NH:22][C:23]4[CH:32]=[CH:31][C:26]([C:27]([NH:29][CH3:30])=[O:28])=[CH:25][C:24]=4[O:33][CH3:34])[N:11]=[CH:10][C:9]=3[N:8]3[CH:12]=[N:13][N:14]=[C:7]3[C@H:6]2[CH2:15][CH3:16])[CH2:21][CH2:20][CH2:19][CH2:18]1. The yield is 0.780. (5) The reactants are [C:1]([O:7][C:8]([CH3:11])([CH3:10])[CH3:9])(=[O:6])[CH2:2][C:3]([CH3:5])=O.[N+:12]([C:15]1[CH:22]=[CH:21][CH:20]=[CH:19][C:16]=1[CH:17]=O)([O-:14])=[O:13].[NH4+:23].[OH-:24]. The catalyst is CCO. The product is [CH3:5][C:3]1[NH:23][C:3]([CH3:5])=[C:2]([C:1]([O:7][C:8]([CH3:11])([CH3:10])[CH3:9])=[O:24])[CH:17]([C:16]2[CH:19]=[CH:20][CH:21]=[CH:22][C:15]=2[N+:12]([O-:14])=[O:13])[C:2]=1[C:1]([O:7][C:8]([CH3:11])([CH3:10])[CH3:9])=[O:6]. The yield is 0.0900. (6) The reactants are [F:1][C:2]1[C:3]([N+:9]([O-:11])=[O:10])=[C:4]([CH:6]=[CH:7][CH:8]=1)[NH2:5].[Br:12]N1C(=O)CCC1=O. The catalyst is CN(C=O)C.CCOC(C)=O. The product is [Br:12][C:8]1[CH:7]=[CH:6][C:4]([NH2:5])=[C:3]([N+:9]([O-:11])=[O:10])[C:2]=1[F:1]. The yield is 0.970. (7) The reactants are [Br:1][C:2]1[CH:3]=[C:4]([CH:6]=[CH:7][C:8]=1[O:9][C:10]([F:13])([F:12])[F:11])[NH2:5].[C:14]([O:18][C:19](O[C:19]([O:18][C:14]([CH3:17])([CH3:16])[CH3:15])=[O:20])=[O:20])([CH3:17])([CH3:16])[CH3:15]. The catalyst is O1CCOCC1. The product is [C:14]([O:18][C:19](=[O:20])[NH:5][C:4]1[CH:6]=[CH:7][C:8]([O:9][C:10]([F:11])([F:12])[F:13])=[C:2]([Br:1])[CH:3]=1)([CH3:17])([CH3:16])[CH3:15]. The yield is 0.610. (8) The reactants are [N+:1]([C:4]1[CH:23]=[CH:22][C:7]([CH2:8][N:9]2[CH2:14][CH2:13][N:12]([C:15]([O:17][C:18]([CH3:21])([CH3:20])[CH3:19])=[O:16])[CH2:11][CH2:10]2)=[CH:6][CH:5]=1)([O-])=O. The catalyst is [Pd].C(OCC)(=O)C. The product is [NH2:1][C:4]1[CH:5]=[CH:6][C:7]([CH2:8][N:9]2[CH2:14][CH2:13][N:12]([C:15]([O:17][C:18]([CH3:19])([CH3:21])[CH3:20])=[O:16])[CH2:11][CH2:10]2)=[CH:22][CH:23]=1. The yield is 0.720.